This data is from Blood-brain barrier penetration binary classification data from Martins et al.. The task is: Regression/Classification. Given a drug SMILES string, predict its absorption, distribution, metabolism, or excretion properties. Task type varies by dataset: regression for continuous measurements (e.g., permeability, clearance, half-life) or binary classification for categorical outcomes (e.g., BBB penetration, CYP inhibition). Dataset: bbb_martins. (1) The drug is CC(=O)c1ccc2c(c1)N(CCCN1CCN(CCO)CC1)c1ccccc1S2. The result is 1 (penetrates BBB). (2) The result is 1 (penetrates BBB). The molecule is CCC(=O)O[C@]1(C(=O)COC(C)=O)CC[C@H]2[C@@H]3C[C@H](C)C4=CC(=O)C=C[C@]4(C)[C@H]3[C@@H](O)C[C@@]21C.